From a dataset of Full USPTO retrosynthesis dataset with 1.9M reactions from patents (1976-2016). Predict the reactants needed to synthesize the given product. (1) Given the product [Cl:22][C:5]1[C:6]([NH:8][C:9]2[CH:14]=[CH:13][C:12]([O:15][CH3:16])=[CH:11][C:10]=2[NH:17][S:18]([CH3:21])(=[O:20])=[O:19])=[N:7][C:2]([NH:27][C:26]2[CH:28]=[CH:29][C:30]([F:33])=[C:31]([F:32])[C:25]=2[O:24][CH3:23])=[N:3][CH:4]=1, predict the reactants needed to synthesize it. The reactants are: Cl[C:2]1[N:7]=[C:6]([NH:8][C:9]2[CH:14]=[CH:13][C:12]([O:15][CH3:16])=[CH:11][C:10]=2[NH:17][S:18]([CH3:21])(=[O:20])=[O:19])[C:5]([Cl:22])=[CH:4][N:3]=1.[CH3:23][O:24][C:25]1[C:31]([F:32])=[C:30]([F:33])[CH:29]=[CH:28][C:26]=1[NH2:27]. (2) Given the product [C:8]([C:5]1[CH:6]=[CH:7][C:2]([C:12]#[N:13])=[CH:3][C:4]=1[Cl:11])(=[O:10])[CH3:9], predict the reactants needed to synthesize it. The reactants are: Br[C:2]1[CH:7]=[CH:6][C:5]([C:8](=[O:10])[CH3:9])=[C:4]([Cl:11])[CH:3]=1.[CH3:12][N:13](C)C(=O)C. (3) Given the product [C:1]([NH:11][C@H:12]([C:17]([NH:19][CH:20]1[O:31][CH:21]1[CH3:22])=[O:18])[CH2:13][CH:14]([CH3:16])[CH3:15])([O:3][CH2:4][C:5]1[CH:10]=[CH:9][CH:8]=[CH:7][CH:6]=1)=[O:2], predict the reactants needed to synthesize it. The reactants are: [C:1]([NH:11][C@H:12]([C:17]([NH:19][CH:20]=[CH:21][CH3:22])=[O:18])[CH2:13][CH:14]([CH3:16])[CH3:15])([O:3][CH2:4][C:5]1[CH:10]=[CH:9][CH:8]=[CH:7][CH:6]=1)=[O:2].C1C=C(Cl)C=C(C(OO)=[O:31])C=1. (4) Given the product [CH:1]1([CH2:4][O:5][C:6]2[CH:11]=[CH:10][C:9]([C:12]3[O:13][C:14]4[CH2:20][CH2:19][CH:18]([O:21][CH2:22][CH:23]([OH:24])[CH3:32])[CH2:17][C:15]=4[N:16]=3)=[CH:8][C:7]=2[F:31])[CH2:3][CH2:2]1, predict the reactants needed to synthesize it. The reactants are: [CH:1]1([CH2:4][O:5][C:6]2[CH:11]=[CH:10][C:9]([C:12]3[O:13][C:14]4[CH2:20][CH2:19][CH:18]([O:21][CH2:22][C:23](N5CCOCC5)=[O:24])[CH2:17][C:15]=4[N:16]=3)=[CH:8][C:7]=2[F:31])[CH2:3][CH2:2]1.[CH3:32][Mg]Br.[Cl-].[NH4+]. (5) Given the product [CH2:1]([O:8][C:9]1[CH:10]=[CH:11][C:12]([S:19]([C:22]2[CH:27]=[CH:26][CH:25]=[C:24]([C:32]3[CH:33]=[CH:34][N:29]=[CH:30][CH:31]=3)[CH:23]=2)(=[O:21])=[O:20])=[C:13]2[C:18]=1[N:17]=[CH:16][CH:15]=[CH:14]2)[C:2]1[CH:7]=[CH:6][CH:5]=[CH:4][CH:3]=1, predict the reactants needed to synthesize it. The reactants are: [CH2:1]([O:8][C:9]1[CH:10]=[CH:11][C:12]([S:19]([C:22]2[CH:27]=[CH:26][CH:25]=[C:24](Br)[CH:23]=2)(=[O:21])=[O:20])=[C:13]2[C:18]=1[N:17]=[CH:16][CH:15]=[CH:14]2)[C:2]1[CH:7]=[CH:6][CH:5]=[CH:4][CH:3]=1.[N:29]1[CH:34]=[CH:33][C:32](B(O)O)=[CH:31][CH:30]=1.C(=O)([O-])[O-].[Na+].[Na+].C(Cl)Cl. (6) Given the product [Cl:11][C:8]1[CH:7]=[C:3]2[C:2](=[CH:10][CH:9]=1)[N:1]=[C:17]([C:16]1[CH:20]=[CH:21][C:13]([Cl:12])=[CH:14][CH:15]=1)[N:6]=[C:4]2[N:28]1[CH2:29][CH2:30][N:25]([C:22](=[O:24])[CH3:23])[CH2:26][CH2:27]1, predict the reactants needed to synthesize it. The reactants are: [NH2:1][C:2]1[CH:10]=[CH:9][C:8]([Cl:11])=[CH:7][C:3]=1[C:4]([NH2:6])=O.[Cl:12][C:13]1[CH:21]=[CH:20][C:16]([C:17](Cl)=O)=[CH:15][CH:14]=1.[C:22]([N:25]1[CH2:30][CH2:29][NH:28][CH2:27][CH2:26]1)(=[O:24])[CH3:23]. (7) Given the product [F:1][C:2]1[CH:3]=[CH:4][C:5]2[N:9]=[C:8]([CH:10]([NH:12][C:21]3[N:29]=[CH:28][N:27]=[C:26]4[C:22]=3[N:23]=[CH:24][NH:25]4)[CH3:11])[N:7]([C:13]3[CH:14]=[N:15][CH:16]=[CH:17][CH:18]=3)[C:6]=2[CH:19]=1, predict the reactants needed to synthesize it. The reactants are: [F:1][C:2]1[CH:3]=[CH:4][C:5]2[N:9]=[C:8]([C@@H:10]([NH2:12])[CH3:11])[N:7]([C:13]3[CH:14]=[N:15][CH:16]=[CH:17][CH:18]=3)[C:6]=2[CH:19]=1.Cl[C:21]1[N:29]=[CH:28][N:27]=[C:26]2[C:22]=1[N:23]=[CH:24][N:25]2C1CCCCO1.CCN(C(C)C)C(C)C.